Dataset: Reaction yield outcomes from USPTO patents with 853,638 reactions. Task: Predict the reaction yield, written as a fraction of the theoretical maximum amount of product (1.0 means a 100% yield; for example, 0.34 means a 34% yield). (1) The reactants are CN(C(ON1N=NC2C=CC=NC1=2)=[N+](C)C)C.F[P-](F)(F)(F)(F)F.Cl.[F:26][C:27]1[CH:28]=[C:29]([NH:40][C:41]([C@H:43]2[C:52]3[C:47](=[CH:48][C:49]([O:53][CH2:54][CH3:55])=[CH:50][CH:51]=3)[CH2:46][CH2:45][NH:44]2)=[O:42])[CH:30]=[C:31]([F:39])[C:32]=1[C:33]([CH3:38])([CH3:37])[CH2:34][O:35][CH3:36].[C:56]([O:60][C:61](=[O:70])[CH2:62][C@@H:63]1[CH2:66][C@H:65]([C:67](O)=[O:68])[CH2:64]1)([CH3:59])([CH3:58])[CH3:57].CCN(C(C)C)C(C)C. The catalyst is CN(C=O)C.O. The product is [F:26][C:27]1[CH:28]=[C:29]([NH:40][C:41]([C@H:43]2[C:52]3[C:47](=[CH:48][C:49]([O:53][CH2:54][CH3:55])=[CH:50][CH:51]=3)[CH2:46][CH2:45][N:44]2[C:67]([C@@H:65]2[CH2:64][C@H:63]([CH2:62][C:61]([O:60][C:56]([CH3:59])([CH3:58])[CH3:57])=[O:70])[CH2:66]2)=[O:68])=[O:42])[CH:30]=[C:31]([F:39])[C:32]=1[C:33]([CH3:37])([CH3:38])[CH2:34][O:35][CH3:36]. The yield is 1.00. (2) The reactants are [NH2:1][C:2]1[C:3]2[C:10](I)=[CH:9][N:8]([C@@H:12]3[O:18][C@H:17]([CH2:19][OH:20])[C@@H:15]([OH:16])[C@H:13]3[OH:14])[C:4]=2[N:5]=[CH:6][N:7]=1.[C:21]([O:25][CH2:26][CH3:27])(=[O:24])[C:22]#[CH:23]. The catalyst is CN(C=O)C.[Cu]I.C1C=CC([P]([Pd]([P](C2C=CC=CC=2)(C2C=CC=CC=2)C2C=CC=CC=2)([P](C2C=CC=CC=2)(C2C=CC=CC=2)C2C=CC=CC=2)[P](C2C=CC=CC=2)(C2C=CC=CC=2)C2C=CC=CC=2)(C2C=CC=CC=2)C2C=CC=CC=2)=CC=1. The product is [CH2:26]([O:25][C:21](=[O:24])[C:22]#[C:23][C:10]1[C:3]2[C:2]([NH2:1])=[N:7][CH:6]=[N:5][C:4]=2[N:8]([C@@H:12]2[O:18][C@H:17]([CH2:19][OH:20])[C@@H:15]([OH:16])[C@H:13]2[OH:14])[CH:9]=1)[CH3:27]. The yield is 0.640. (3) The reactants are [Br-].[CH2:2]([P+](C1C=CC=CC=1)(C1C=CC=CC=1)C1C=CC=CC=1)[CH2:3][CH:4]([CH3:6])[CH3:5].[Li]CCCC.[C:31]([N:38]1[C@@H:43]([CH:44]=O)[CH2:42][CH2:41][CH2:40][C@@H:39]1[CH3:46])([O:33][C:34]([CH3:37])([CH3:36])[CH3:35])=[O:32].CCOC(C)=O.CCCCCC. The catalyst is C1COCC1.O. The product is [C:31]([N:38]1[C@@H:39]([CH3:46])[CH2:40][CH2:41][CH2:42][C@@H:43]1[CH:44]=[CH:2][CH2:3][CH:4]([CH3:6])[CH3:5])([O:33][C:34]([CH3:37])([CH3:36])[CH3:35])=[O:32]. The yield is 0.560. (4) The reactants are [CH3:1][S:2]([NH2:5])(=[O:4])=[O:3].[H-].[Na+].CS([C:12]1[N:13]=[C:14]([C:29]2[CH:34]=[CH:33][CH:32]=[CH:31][CH:30]=2)[C:15]2[CH:21]=[CH:20][C:19](=[O:22])[N:18]([C:23]3[CH:28]=[CH:27][CH:26]=[CH:25][CH:24]=3)[C:16]=2[N:17]=1)(=O)=O.O. The catalyst is CN(C=O)C. The product is [O:22]=[C:19]1[N:18]([C:23]2[CH:28]=[CH:27][CH:26]=[CH:25][CH:24]=2)[C:16]2[N:17]=[C:12]([NH:5][S:2]([CH3:1])(=[O:4])=[O:3])[N:13]=[C:14]([C:29]3[CH:34]=[CH:33][CH:32]=[CH:31][CH:30]=3)[C:15]=2[CH:21]=[CH:20]1. The yield is 0.510.